Dataset: Reaction yield outcomes from USPTO patents with 853,638 reactions. Task: Predict the reaction yield, written as a fraction of the theoretical maximum amount of product (1.0 means a 100% yield; for example, 0.34 means a 34% yield). (1) The reactants are Br[C:2]1[C:11]2[C:6](=[CH:7][CH:8]=[C:9]([O:12][CH3:13])[CH:10]=2)[C:5]([Cl:14])=[N:4][CH:3]=1.C([Li])CCC.B(OC(C)C)(OC(C)C)[O:21]C(C)C.OO.[OH-].[Na+].S([O-])([O-])=O.[Na+].[Na+].O.Cl. The catalyst is C1COCC1. The product is [Cl:14][C:5]1[C:6]2[C:11](=[CH:10][C:9]([O:12][CH3:13])=[CH:8][CH:7]=2)[C:2]([OH:21])=[CH:3][N:4]=1. The yield is 0.676. (2) The reactants are [CH3:1][N:2]([CH2:6][CH2:7][CH:8]([C:15]1[CH:20]=[CH:19][CH:18]=[CH:17][CH:16]=1)[C:9]1[CH:14]=[CH:13][CH:12]=[CH:11][CH:10]=1)[CH2:3][C:4]#[N:5].[N:21]([Sn](CCCC)(CCCC)CCCC)=[N+:22]=[N-:23].[ClH:37]. The catalyst is C(OCC)C. The product is [ClH:37].[CH3:1][N:2]([CH2:6][CH2:7][CH:8]([C:15]1[CH:20]=[CH:19][CH:18]=[CH:17][CH:16]=1)[C:9]1[CH:10]=[CH:11][CH:12]=[CH:13][CH:14]=1)[CH2:3][C:4]1[NH:23][N:22]=[N:21][N:5]=1. The yield is 0.350. (3) The reactants are [F:1][C:2]1[CH:7]=[CH:6][C:5]([CH2:8][C:9](Cl)=[O:10])=[CH:4][CH:3]=1.[S-:12][C:13]#[N:14].[K+].[NH2:16][C:17]1[CH:37]=[CH:36][C:20]([O:21][C:22]2[CH:27]=[CH:26][N:25]=[C:24]([NH:28][C:29]([N:31]3[CH2:35][CH2:34][CH2:33][CH2:32]3)=[O:30])[CH:23]=2)=[CH:19][CH:18]=1.CCCCCC. The catalyst is C(#N)C.C(OCC)C. The product is [F:1][C:2]1[CH:7]=[CH:6][C:5]([CH2:8][C:9]([NH:14][C:13](=[S:12])[NH:16][C:17]2[CH:37]=[CH:36][C:20]([O:21][C:22]3[CH:27]=[CH:26][N:25]=[C:24]([NH:28][C:29]([N:31]4[CH2:35][CH2:34][CH2:33][CH2:32]4)=[O:30])[CH:23]=3)=[CH:19][CH:18]=2)=[O:10])=[CH:4][CH:3]=1. The yield is 0.191. (4) The reactants are [NH2:1][C:2]1[S:3][C:4]2[C:9]([N:10]=1)=[CH:8][CH:7]=[C:6]([O:11][C:12]1[CH:13]=[C:14]([NH:19][C:20](=[O:32])[C:21]3[CH:26]=[CH:25][CH:24]=[C:23]([C:27]([C:30]#[N:31])([CH3:29])[CH3:28])[CH:22]=3)[CH:15]=[CH:16][C:17]=1[CH3:18])[N:5]=2.[Cl:33][CH2:34][C:35](Cl)=[O:36].C(=O)([O-])O.[Na+].C(N(CC)CC)C.[OH:50][CH2:51][CH2:52][N:53]1[CH2:58][CH2:57][NH:56][CH2:55][CH2:54]1.[ClH:59].C(OCC)(=O)C. The catalyst is CN(C)C(=O)C.O. The product is [ClH:33].[ClH:59].[ClH:33].[C:30]([C:27]([C:23]1[CH:22]=[C:21]([CH:26]=[CH:25][CH:24]=1)[C:20]([NH:19][C:14]1[CH:15]=[CH:16][C:17]([CH3:18])=[C:12]([O:11][C:6]2[N:5]=[C:4]3[S:3][C:2]([NH:1][C:35](=[O:36])[CH2:34][N:56]4[CH2:57][CH2:58][N:53]([CH2:52][CH2:51][OH:50])[CH2:54][CH2:55]4)=[N:10][C:9]3=[CH:8][CH:7]=2)[CH:13]=1)=[O:32])([CH3:29])[CH3:28])#[N:31]. The yield is 0.610. (5) The catalyst is C1COCC1. The product is [CH2:7]([S:6][CH2:5][C@H:4]([NH:14][C:15]([C:17]1[CH:22]=[C:21]([N:23]2[CH2:24][CH2:25][CH2:26][CH2:27][CH2:28]2)[N:20]=[C:19]([C:29]2[CH:30]=[CH:31][C:32]([C:35]3[CH:36]=[CH:37][CH:38]=[CH:39][CH:40]=3)=[CH:33][CH:34]=2)[N:18]=1)=[O:16])[C:3]([OH:41])=[O:2])[C:8]1[CH:9]=[CH:10][CH:11]=[CH:12][CH:13]=1. The yield is 0.940. The reactants are C[O:2][C:3](=[O:41])[C@@H:4]([NH:14][C:15]([C:17]1[CH:22]=[C:21]([N:23]2[CH2:28][CH2:27][CH2:26][CH2:25][CH2:24]2)[N:20]=[C:19]([C:29]2[CH:34]=[CH:33][C:32]([C:35]3[CH:40]=[CH:39][CH:38]=[CH:37][CH:36]=3)=[CH:31][CH:30]=2)[N:18]=1)=[O:16])[CH2:5][S:6][CH2:7][C:8]1[CH:13]=[CH:12][CH:11]=[CH:10][CH:9]=1.CO.[OH-].[Li+]. (6) The reactants are [I-].[CH:2]([C:4]1[C:13]([O:14][CH3:15])=[CH:12][CH:11]=[C:10]2[C:5]=1[CH2:6][CH2:7][N:8]([C:16]([N:18]1[CH:22]=[CH:21][N+:20]([CH3:23])=[CH:19]1)=[O:17])[CH2:9]2)=[O:3].N1(CCN)C[CH2:28][O:27][CH2:26]C1.C(N(CC)CC)C. The catalyst is ClCCl. The product is [N:20]1([CH2:21][CH2:22][NH:18][C:16]([N:8]2[CH2:7][CH2:6][C:5]3[C:10](=[CH:11][CH:12]=[C:13]([O:14][CH3:15])[C:4]=3[CH:2]=[O:3])[CH2:9]2)=[O:17])[CH2:23][CH2:28][O:27][CH2:26][CH2:19]1. The yield is 0.587.